From a dataset of M1 muscarinic receptor antagonist screen with 61,756 compounds. Binary Classification. Given a drug SMILES string, predict its activity (active/inactive) in a high-throughput screening assay against a specified biological target. (1) The drug is O=c1n(c2c(c3n(c(cc13)C(=O)NCCCN(CCC)CCC)C)cccc2)C. The result is 1 (active). (2) The drug is S1C(CC(OC)=O)C(=O)NC1=O. The result is 0 (inactive). (3) The molecule is o1c(c2n(nc(c2)C)CC(=O)NCc2occc2)ccc1. The result is 0 (inactive). (4) The drug is s1c(NC(=O)C2CCCCC2)nnc1C. The result is 0 (inactive). (5) The molecule is O1c2c(OC1)ccc(c2)C(=O)Nc1cccnc1. The result is 0 (inactive). (6) The molecule is FC1(F)Oc2cc(NC(=O)Cn3c(nc4c3cccc4)CC(=O)N3CCOCC3)ccc2O1. The result is 0 (inactive). (7) The drug is o1c(nc2c1cc(cc2)C)Cc1ccc(N)cc1. The result is 0 (inactive). (8) The compound is O1C(CCC1)Cn1c2nc3c(nc2c(c1N)C(=O)NCCC)cccc3. The result is 0 (inactive). (9) The compound is S(c1n2c(=O)c3C4(CCCC4)Cc4c(c3nc2[nH]n1)cccc4)CC#N. The result is 0 (inactive). (10) The molecule is S(=O)(=O)(/C(S(=O)(=O)CCC)=C1\NCCN1)CCC. The result is 0 (inactive).